The task is: Predict the reactants needed to synthesize the given product.. This data is from Full USPTO retrosynthesis dataset with 1.9M reactions from patents (1976-2016). (1) Given the product [CH2:22]([S:29][CH2:30][C@H:31]([NH:32][C:19]([C:16]1[NH:17][C:18]2[C:14]([CH:15]=1)=[CH:13][CH:12]=[CH:11][C:10]=2[NH:9][S:6]([C:2]1[S:1][CH:5]=[CH:4][CH:3]=1)(=[O:7])=[O:8])=[O:21])[C:33](=[O:34])[NH:35][CH2:36][CH2:37][CH3:38])[C:23]1[CH:28]=[CH:27][CH:26]=[CH:25][CH:24]=1, predict the reactants needed to synthesize it. The reactants are: [S:1]1[CH:5]=[CH:4][CH:3]=[C:2]1[S:6]([NH:9][C:10]1[CH:11]=[CH:12][CH:13]=[C:14]2[C:18]=1[NH:17][C:16]([C:19]([OH:21])=O)=[CH:15]2)(=[O:8])=[O:7].[CH2:22]([S:29][CH2:30][C@@H:31]([C:33]([NH:35][CH2:36][CH2:37][CH3:38])=[O:34])[NH2:32])[C:23]1[CH:28]=[CH:27][CH:26]=[CH:25][CH:24]=1.N1(O)C2C=CC=CC=2N=N1.Cl.CN(C)CCCN=C=NCC. (2) Given the product [F:1][C:2]1[CH:10]=[C:6]([C:7]([NH:20][C@@H:21]2[CH2:26][CH2:25][C@H:24]([NH:27][C:28](=[O:34])[O:29][C:30]([CH3:32])([CH3:31])[CH3:33])[CH2:23][CH2:22]2)=[O:9])[C:5]([NH:11][C:12]2[CH:17]=[CH:16][CH:15]=[C:14]([S:18][CH3:19])[CH:13]=2)=[N:4][CH:3]=1, predict the reactants needed to synthesize it. The reactants are: [F:1][C:2]1[CH:3]=[N:4][C:5]([NH:11][C:12]2[CH:17]=[CH:16][CH:15]=[C:14]([S:18][CH3:19])[CH:13]=2)=[C:6]([CH:10]=1)[C:7]([OH:9])=O.[NH2:20][C@@H:21]1[CH2:26][CH2:25][C@H:24]([NH:27][C:28](=[O:34])[O:29][C:30]([CH3:33])([CH3:32])[CH3:31])[CH2:23][CH2:22]1.CN(C(ON1N=NC2C=CC=NC1=2)=[N+](C)C)C.F[P-](F)(F)(F)(F)F.C1C=NC2N(O)N=NC=2C=1.CCN(C(C)C)C(C)C. (3) Given the product [CH3:28][CH2:29][C@H:30]1[CH:35]2[N:36]3[CH2:38][CH2:39][C:40]4[C:44]5[CH:45]=[C:46]([OH:49])[CH:47]=[CH:48][C:43]=5[NH:42][C:41]=4[C@H:34]2[CH2:33][CH:32]([CH2:37]3)[CH2:31]1, predict the reactants needed to synthesize it. The reactants are: COCC[C@@H]1[C@@H]2N3CCC4C5C=CC=CC=5NC=4[C@]2(C(OC)=O)CC(C3)C1.[CH3:28][CH2:29][C@H:30]1[CH:35]2[N:36]3[CH2:38][CH2:39][C:40]4[C:44]5[CH:45]=[C:46]([OH:49])[CH:47]=[CH:48][C:43]=5[NH:42][C:41]=4[CH:34]2[CH2:33][C@@H:32]([CH2:37]3)[CH2:31]1.Cl.